From a dataset of Catalyst prediction with 721,799 reactions and 888 catalyst types from USPTO. Predict which catalyst facilitates the given reaction. (1) Reactant: C(=O)([O-])[O-].[K+].[K+].[F:7][C:8]1[CH:15]=[C:14](F)[CH:13]=[C:12]([F:17])[C:9]=1[C:10]#[N:11].[NH2:18][CH:19]1[CH2:24][CH2:23][N:22]([CH2:25][C:26]2[CH:31]=[CH:30][CH:29]=[CH:28][CH:27]=2)[CH2:21][CH2:20]1.[Cl-].[Na+].C(=O)([O-])O.[Na+]. Product: [CH2:25]([N:22]1[CH2:23][CH2:24][CH:19]([NH:18][C:14]2[CH:15]=[C:8]([F:7])[C:9]([C:10]#[N:11])=[C:12]([F:17])[CH:13]=2)[CH2:20][CH2:21]1)[C:26]1[CH:27]=[CH:28][CH:29]=[CH:30][CH:31]=1. The catalyst class is: 9. (2) Reactant: C(OC(=O)[NH:7][C@H:8]([C:10]1[N:14]([CH2:15][C:16]2[CH:21]=[CH:20][CH:19]=[CH:18][CH:17]=2)[C:13]2[CH:22]=[C:23]([F:26])[CH:24]=[CH:25][C:12]=2[N:11]=1)[CH3:9])(C)(C)C.C(O)(C(F)(F)F)=O. Product: [NH3:7].[CH2:15]([N:14]1[C:13]2[CH:22]=[C:23]([F:26])[CH:24]=[CH:25][C:12]=2[N:11]=[C:10]1[C@@H:8]([NH2:7])[CH3:9])[C:16]1[CH:17]=[CH:18][CH:19]=[CH:20][CH:21]=1. The catalyst class is: 2.